Dataset: Reaction yield outcomes from USPTO patents with 853,638 reactions. Task: Predict the reaction yield, written as a fraction of the theoretical maximum amount of product (1.0 means a 100% yield; for example, 0.34 means a 34% yield). The reactants are [CH2:1]([O:3][C:4]1[N:9]=[C:8]([CH2:10]O)[CH:7]=[CH:6][CH:5]=1)[CH3:2].S(Cl)([Cl:14])=O. The catalyst is C1(C)C=CC=CC=1. The product is [ClH:14].[Cl:14][CH2:10][C:8]1[CH:7]=[CH:6][CH:5]=[C:4]([O:3][CH2:1][CH3:2])[N:9]=1. The yield is 0.290.